From a dataset of Reaction yield outcomes from USPTO patents with 853,638 reactions. Predict the reaction yield, written as a fraction of the theoretical maximum amount of product (1.0 means a 100% yield; for example, 0.34 means a 34% yield). (1) The reactants are Cl[C:2]1[N:7]=[C:6]([NH:8][C:9]2[N:14]=[CH:13][C:12]3[N:15]=[C:16]([CH3:21])[N:17]([CH:18]([CH3:20])[CH3:19])[C:11]=3[CH:10]=2)[CH:5]=[CH:4][N:3]=1.C[O:23][C:24]([C:26]1[CH:31]=[CH:30][C:29](B(O)O)=[CH:28][N:27]=1)=[O:25]. No catalyst specified. The product is [CH:18]([N:17]1[C:11]2[CH:10]=[C:9]([NH:8][C:6]3[CH:5]=[CH:4][N:3]=[C:2]([C:29]4[CH:30]=[CH:31][C:26]([C:24]([OH:25])=[O:23])=[N:27][CH:28]=4)[N:7]=3)[N:14]=[CH:13][C:12]=2[N:15]=[C:16]1[CH3:21])([CH3:20])[CH3:19]. The yield is 0.420. (2) The reactants are [C:1]([C:4]1[CH:10]=[CH:9][C:8]2[CH:11]=[CH:12][CH:13]=[CH:14][C:7]=2[NH:6]N=1)(=O)[CH3:2].[CH2:15]=O.[CH:17]1[CH2:21]CCC=1.B(F)(F)F.[CH3:26][CH2:27][O:28]CC.[OH-].[Na+].[C:33](#[N:35])C. No catalyst specified. The product is [C:27]([N:35]1[CH2:33][C:14]2=[C:7]3[C:8](=[CH:11][CH:12]=[CH:13]2)[CH:9]2[CH2:10][CH2:4][CH2:1][CH:2]2[CH2:15][N:6]3[CH2:17][CH2:21]1)(=[O:28])[CH3:26]. The yield is 0.930. (3) The reactants are [Br:1][C:2]1[CH:11]=[C:10]2[C:5]([CH:6]=[C:7]([C:13](=O)[CH2:14]Br)[C:8](=[O:12])[O:9]2)=[CH:4][CH:3]=1.[F:17][C:18]1[C:19]([NH2:25])=[N:20][CH:21]=[C:22](F)[CH:23]=1.[CH:26](Cl)(Cl)Cl. No catalyst specified. The product is [Br:1][C:2]1[CH:11]=[C:10]2[C:5]([CH:6]=[C:7]([C:13]3[N:25]=[C:19]4[C:18]([F:17])=[CH:23][C:22]([CH3:26])=[CH:21][N:20]4[CH:14]=3)[C:8](=[O:12])[O:9]2)=[CH:4][CH:3]=1. The yield is 0.880. (4) The reactants are [C:1]([O:5][C:6]([CH:8](P(OC)(OC)=O)[C:9]([O:11][CH3:12])=[O:10])=[O:7])([CH3:4])([CH3:3])[CH3:2].C1CCN2C(=NCCC2)CC1.[CH3:30][C:31]1([CH3:42])[O:35][C:34]2[CH:36]=[CH:37][C:38]([CH:40]=O)=[CH:39][C:33]=2[O:32]1. The catalyst is C(Cl)Cl.[Cl-].[NH4+]. The product is [C:1]([O:5][C:6](/[C:8](=[CH:40]\[C:38]1[CH:37]=[CH:36][C:34]2[O:35][C:31]([CH3:42])([CH3:30])[O:32][C:33]=2[CH:39]=1)/[C:9]([O:11][CH3:12])=[O:10])=[O:7])([CH3:2])([CH3:3])[CH3:4]. The yield is 0.851. (5) The yield is 0.850. The product is [NH2:3][C:4]1[N:8]([C:9]2[CH:14]=[CH:13][CH:12]=[C:11]([Br:15])[CH:10]=2)[N:7]=[C:6]([C:16]([O:18][CH2:19][CH3:20])=[O:17])[C:5]=1[S:21][C:22]#[N:23]. The catalyst is C(O)C.O. The reactants are BrBr.[NH2:3][C:4]1[N:8]([C:9]2[CH:14]=[CH:13][CH:12]=[C:11]([Br:15])[CH:10]=2)[N:7]=[C:6]([C:16]([O:18][CH2:19][CH3:20])=[O:17])[CH:5]=1.[S-:21][C:22]#[N:23].[K+].C(=O)([O-])[O-].[Na+].[Na+].